Dataset: Forward reaction prediction with 1.9M reactions from USPTO patents (1976-2016). Task: Predict the product of the given reaction. (1) Given the reactants [Br:1][C:2]1[CH:3]=[C:4]([OH:8])[CH:5]=[N:6][CH:7]=1.[C:9]([O:13][C:14](=[O:23])[NH:15][C@H:16]1[CH2:21][CH2:20][C@@H:19](O)[CH2:18][CH2:17]1)([CH3:12])([CH3:11])[CH3:10].C1C(COC(/N=N\C(OCC2C=CC(Cl)=CC=2)=O)=O)=CC=C(Cl)C=1.C1(P(C2C=CC=CC=2)C2C=CC=CC=2)C=CC=CC=1, predict the reaction product. The product is: [Br:1][C:2]1[CH:3]=[C:4]([O:8][C@H:19]2[CH2:18][CH2:17][C@H:16]([NH:15][C:14](=[O:23])[O:13][C:9]([CH3:11])([CH3:10])[CH3:12])[CH2:21][CH2:20]2)[CH:5]=[N:6][CH:7]=1. (2) Given the reactants [Mg+2].[Cl-].[Cl-].[Cl-].[K+].C1N([CH2:12][CH2:13][OH:14])CCN(CCS(O)(=O)=O)C1.[Na+].[Cl-].OP([O-])(O)=O.[K+].Cl.[OH2:30], predict the reaction product. The product is: [O:30]=[CH:12][C@@H:13]([C@H:12]([C@@H:13]([C@@H:12]([CH2:13][OH:14])[OH:30])[OH:14])[OH:30])[OH:14]. (3) Given the reactants [Cl:1][C:2]1[C:10]([F:11])=[C:9]2[C:5]([C:6]([S:15][C:16]3[C:17]([F:27])=[C:18]([CH:24]=[CH:25][CH:26]=3)[C:19]([O:21][CH2:22][CH3:23])=[O:20])=[C:7]([CH:12]3[CH2:14][CH2:13]3)[NH:8]2)=[CH:4][CH:3]=1.Br[CH2:29][C:30]([O:32][C:33]([CH3:36])([CH3:35])[CH3:34])=[O:31].C([O-])([O-])=O.[Cs+].[Cs+], predict the reaction product. The product is: [C:33]([O:32][C:30](=[O:31])[CH2:29][N:8]1[C:9]2[C:5](=[CH:4][CH:3]=[C:2]([Cl:1])[C:10]=2[F:11])[C:6]([S:15][C:16]2[C:17]([F:27])=[C:18]([CH:24]=[CH:25][CH:26]=2)[C:19]([O:21][CH2:22][CH3:23])=[O:20])=[C:7]1[CH:12]1[CH2:13][CH2:14]1)([CH3:36])([CH3:35])[CH3:34]. (4) Given the reactants [F:1][C:2]([F:24])([F:23])[C:3]1[CH:8]=[CH:7][N:6]=[CH:5][C:4]=1[C:9]1[S:10][CH:11]=[C:12]([C:14]2[CH:22]=[CH:21][C:17]([C:18]([OH:20])=O)=[CH:16][CH:15]=2)[N:13]=1.C(Cl)(=O)C(Cl)=O.[NH3:31], predict the reaction product. The product is: [F:24][C:2]([F:1])([F:23])[C:3]1[CH:8]=[CH:7][N:6]=[CH:5][C:4]=1[C:9]1[S:10][CH:11]=[C:12]([C:14]2[CH:22]=[CH:21][C:17]([C:18]([NH2:31])=[O:20])=[CH:16][CH:15]=2)[N:13]=1. (5) The product is: [C:1]([O:5][C:6]([NH:8][CH2:9][C@H:10]1[CH2:15][CH2:14][C@H:13]([C:16]([NH:18][C@H:19]([C:38](=[O:51])[NH:39][C:40]2[CH:41]=[CH:42][C:43]([C:46]3[N:47]=[N:48][NH:49][N:50]=3)=[CH:44][CH:45]=2)[CH2:20][C:21]2[CH:26]=[CH:25][C:24]([C:27]3[CH:32]=[CH:31][C:30]([C:33]([NH:52][CH:53]4[CH2:54][CH2:55][N:56]([C:59]([O:61][C:62]([CH3:65])([CH3:64])[CH3:63])=[O:60])[CH2:57][CH2:58]4)=[O:34])=[CH:29][C:28]=3[CH3:36])=[C:23]([F:37])[CH:22]=2)=[O:17])[CH2:12][CH2:11]1)=[O:7])([CH3:4])([CH3:2])[CH3:3]. Given the reactants [C:1]([O:5][C:6]([NH:8][CH2:9][C@H:10]1[CH2:15][CH2:14][C@H:13]([C:16]([NH:18][C@H:19]([C:38](=[O:51])[NH:39][C:40]2[CH:45]=[CH:44][C:43]([C:46]3[N:47]=[N:48][NH:49][N:50]=3)=[CH:42][CH:41]=2)[CH2:20][C:21]2[CH:26]=[CH:25][C:24]([C:27]3[CH:32]=[CH:31][C:30]([C:33](O)=[O:34])=[CH:29][C:28]=3[CH3:36])=[C:23]([F:37])[CH:22]=2)=[O:17])[CH2:12][CH2:11]1)=[O:7])([CH3:4])([CH3:3])[CH3:2].[NH2:52][CH:53]1[CH2:58][CH2:57][N:56]([C:59]([O:61][C:62]([CH3:65])([CH3:64])[CH3:63])=[O:60])[CH2:55][CH2:54]1.F[P-](F)(F)(F)(F)F.CN(C(ON1C2=NC=CC=C2N=N1)=[N+](C)C)C.C(N(CC)C(C)C)(C)C, predict the reaction product.